This data is from Reaction yield outcomes from USPTO patents with 853,638 reactions. The task is: Predict the reaction yield, written as a fraction of the theoretical maximum amount of product (1.0 means a 100% yield; for example, 0.34 means a 34% yield). (1) The reactants are Cl[C:2]1[CH:30]=[CH:29][C:5]2[S:6][C:7]([S:10]([N:13]3[CH2:18][CH2:17][N:16]([C:19]4[C:24]([C:25]([F:28])([F:27])[F:26])=[CH:23][CH:22]=[CH:21][N:20]=4)[CH2:15][CH2:14]3)(=[O:12])=[O:11])=[C:8]([CH3:9])[C:4]=2[CH:3]=1.C(O[Na])(C)(C)C.[NH:37]1[CH2:42][CH2:41][O:40][CH2:39][CH2:38]1. The catalyst is C1C=CC(/C=C/C(/C=C/C2C=CC=CC=2)=O)=CC=1.C1C=CC(/C=C/C(/C=C/C2C=CC=CC=2)=O)=CC=1.C1C=CC(/C=C/C(/C=C/C2C=CC=CC=2)=O)=CC=1.[Pd].[Pd]. The product is [CH3:9][C:8]1[C:4]2[CH:3]=[C:2]([N:37]3[CH2:42][CH2:41][O:40][CH2:39][CH2:38]3)[CH:30]=[CH:29][C:5]=2[S:6][C:7]=1[S:10]([N:13]1[CH2:18][CH2:17][N:16]([C:19]2[C:24]([C:25]([F:26])([F:28])[F:27])=[CH:23][CH:22]=[CH:21][N:20]=2)[CH2:15][CH2:14]1)(=[O:12])=[O:11]. The yield is 0.520. (2) The reactants are Cl.[CH3:2][O:3][C:4]1[CH:9]=[CH:8][C:7]([C:10]2[CH2:11][CH2:12][CH2:13][NH:14][CH2:15][CH:16]=2)=[CH:6][CH:5]=1.[H][H]. The catalyst is [Pd].CO. The product is [CH3:2][O:3][C:4]1[CH:5]=[CH:6][C:7]([CH:10]2[CH2:11][CH2:12][CH2:13][NH:14][CH2:15][CH2:16]2)=[CH:8][CH:9]=1. The yield is 0.790. (3) The reactants are [CH3:1][N:2]1[C:6]([CH2:7][CH2:8][C:9]2[NH:13][N:12]=[C:11]([NH2:14])[CH:10]=2)=[CH:5][C:4]([CH3:15])=[N:3]1.Cl[C:17]1[CH:22]=[CH:21][N:20]=[C:19]([NH:23][CH2:24][C:25]2[O:29][N:28]=[C:27]([CH3:30])[CH:26]=2)[N:18]=1. The catalyst is C(O)C. The product is [CH3:1][N:2]1[C:6]([CH2:7][CH2:8][C:9]2[NH:13][N:12]=[C:11]([NH:14][C:17]3[CH:22]=[CH:21][N:20]=[C:19]([NH:23][CH2:24][C:25]4[O:29][N:28]=[C:27]([CH3:30])[CH:26]=4)[N:18]=3)[CH:10]=2)=[CH:5][C:4]([CH3:15])=[N:3]1. The yield is 0.440. (4) The catalyst is O1CCOCC1. The yield is 0.0910. The reactants are [Br:1][C:2]1[CH:3]([CH2:17][NH:18]C(=O)OC(C)(C)C)[O:4][B:5]2[C:14]3[C:13]=1[CH:12]=[CH:11][O:10][CH2:9][C:8]=3[C:7]([CH3:16])([CH3:15])[O:6]2.[ClH:26]. The product is [ClH:26].[Br:1][C:2]1[CH:3]([CH2:17][NH2:18])[O:4][B:5]2[C:14]3[C:13]=1[CH:12]=[CH:11][O:10][CH2:9][C:8]=3[C:7]([CH3:15])([CH3:16])[O:6]2.